From a dataset of Catalyst prediction with 721,799 reactions and 888 catalyst types from USPTO. Predict which catalyst facilitates the given reaction. (1) Reactant: [Cl:1][C:2]1[CH:20]=[C:19]([O:21]COC)[CH:18]=[CH:17][C:3]=1[CH2:4][CH:5]1[CH2:9][CH2:8][N:7]([CH:10]2[CH2:15][CH2:14][CH2:13][CH2:12][CH2:11]2)[C:6]1=[O:16].Cl.C(OCC)(=O)C.O. Product: [Cl:1][C:2]1[CH:20]=[C:19]([OH:21])[CH:18]=[CH:17][C:3]=1[CH2:4][CH:5]1[CH2:9][CH2:8][N:7]([CH:10]2[CH2:11][CH2:12][CH2:13][CH2:14][CH2:15]2)[C:6]1=[O:16]. The catalyst class is: 7. (2) Reactant: [Cl:1][C:2]1[CH:3]=[N+:4]([O-:27])[CH:5]=[C:6]([Cl:26])[C:7]=1[CH2:8][C@@H:9]([C:11]1[CH:16]=[CH:15][C:14]([O:17][CH:18]([F:20])[F:19])=[C:13]([O:21][CH2:22][CH:23]2[CH2:25][CH2:24]2)[CH:12]=1)[OH:10].C(Cl)CCl.[CH3:32][N:33]1[CH:37]=[CH:36][N:35]=[C:34]1[S:38]([N:41]1[CH2:45][CH2:44][CH2:43][C@H:42]1[C:46](O)=[O:47])(=[O:40])=[O:39].O. Product: [Cl:1][C:2]1[CH:3]=[N+:4]([O-:27])[CH:5]=[C:6]([Cl:26])[C:7]=1[CH2:8][C@@H:9]([C:11]1[CH:16]=[CH:15][C:14]([O:17][CH:18]([F:20])[F:19])=[C:13]([O:21][CH2:22][CH:23]2[CH2:25][CH2:24]2)[CH:12]=1)[O:10][C:46]([C@@H:42]1[CH2:43][CH2:44][CH2:45][N:41]1[S:38]([C:34]1[N:33]([CH3:32])[CH:37]=[CH:36][N:35]=1)(=[O:40])=[O:39])=[O:47]. The catalyst class is: 239. (3) Reactant: [CH2:1]([C:5]1[N:6]([CH2:20][C:21]2[CH:26]=[CH:25][C:24]([C:27]3[C:28]([C:33]#[N:34])=[CH:29][CH:30]=[CH:31][CH:32]=3)=[CH:23][CH:22]=2)[C:7](=[O:19])[C:8]([CH2:12][C:13](=[O:18])[C:14]([CH3:17])([CH3:16])[CH3:15])=[C:9]([CH3:11])[N:10]=1)[CH2:2][CH2:3][CH3:4].C(OCC)(=O)C.O. Product: [CH2:1]([C:5]1[N:6]([CH2:20][C:21]2[CH:22]=[CH:23][C:24]([C:27]3[C:28]([C:33]#[N:34])=[CH:29][CH:30]=[CH:31][CH:32]=3)=[CH:25][CH:26]=2)[C:7](=[O:19])[C:8]([CH2:12][CH:13]([OH:18])[C:14]([CH3:16])([CH3:17])[CH3:15])=[C:9]([CH3:11])[N:10]=1)[CH2:2][CH2:3][CH3:4]. The catalyst class is: 8. (4) Reactant: [CH2:1]([O:3][C:4]([C:6]1[CH:7]=[N:8][NH:9][C:10]=1[NH2:11])=[O:5])[CH3:2].C([O:14][C:15](=O)[CH2:16][CH:17](OCC)OCC)C.C(OC(=O)CC=O)C. Product: [CH2:1]([O:3][C:4]([C:6]1[CH:7]=[N:8][N:9]2[C:15]([OH:14])=[CH:16][CH:17]=[N:11][C:10]=12)=[O:5])[CH3:2]. The catalyst class is: 15. (5) Reactant: Cl[C:2]1[C:3]2[C:4](=[CH:16][N:17](CC3C=CC(OC)=CC=3)[N:18]=2)[N:5]=[C:6]([C:8]2[CH:13]=[CH:12][CH:11]=[C:10]([O:14][CH3:15])[CH:9]=2)[N:7]=1.[NH2:28][C:29]1[CH:30]=[C:31]([OH:35])[CH:32]=[CH:33][CH:34]=1.Cl. Product: [CH3:15][O:14][C:10]1[CH:9]=[C:8]([C:6]2[N:7]=[C:2]([NH:28][C:29]3[CH:30]=[C:31]([OH:35])[CH:32]=[CH:33][CH:34]=3)[C:3]3[NH:18][N:17]=[CH:16][C:4]=3[N:5]=2)[CH:13]=[CH:12][CH:11]=1. The catalyst class is: 71.